The task is: Regression/Classification. Given a drug SMILES string, predict its toxicity properties. Task type varies by dataset: regression for continuous values (e.g., LD50, hERG inhibition percentage) or binary classification for toxic/non-toxic outcomes (e.g., AMES mutagenicity, cardiotoxicity, hepatotoxicity). Dataset: dili.. This data is from Drug-induced liver injury (DILI) classification data. The result is 1 (causes liver injury). The compound is Cc1ccc(Cl)c(Nc2ccccc2C(=O)O)c1Cl.